Task: Predict the product of the given reaction.. Dataset: Forward reaction prediction with 1.9M reactions from USPTO patents (1976-2016) (1) Given the reactants [OH:1][C:2]1[CH:38]=[CH:37][C:5]([C:6]([CH2:8][CH2:9][CH2:10][NH:11][C:12]2[CH:17]=[C:16]([O:18][CH3:19])[CH:15]=[CH:14][C:13]=2[CH:20]2[CH2:29][CH2:28][C:27]3[CH:26]=[C:25]([O:30]C(=O)C(C)(C)C)[CH:24]=[CH:23][C:22]=3[CH2:21]2)=O)=[CH:4][CH:3]=1.Cl[CH2:40][C:41]([N:43]1[CH2:48][CH2:47][N:46]([CH2:49][CH3:50])[CH2:45][CH2:44]1)=O, predict the reaction product. The product is: [CH2:49]([N:46]1[CH2:47][CH2:48][N:43]([CH2:41][CH2:40][O:1][C:2]2[CH:3]=[CH:4][C:5]([CH2:6][CH2:8][CH2:9][CH2:10][NH:11][C:12]3[CH:17]=[C:16]([O:18][CH3:19])[CH:15]=[CH:14][C:13]=3[CH:20]3[CH2:29][CH2:28][C:27]4[CH:26]=[C:25]([OH:30])[CH:24]=[CH:23][C:22]=4[CH2:21]3)=[CH:37][CH:38]=2)[CH2:44][CH2:45]1)[CH3:50]. (2) Given the reactants [CH3:1][C:2]1C=CC(S(O)(=O)=[O:9])=[CH:6][CH:7]=1.O.[C:13]1(C)C=C[C:16](S(O)(=O)=[O:20])=[CH:15][CH:14]=1, predict the reaction product. The product is: [CH2:7]1[CH2:6][O:20][CH2:1][CH2:2]1.[O:9]1[CH2:16][CH2:15][CH2:14][CH2:13]1. (3) Given the reactants C(OC([N:8]1[C:12]2[CH:13]=[C:14]([F:18])[CH:15]=[C:16]([I:17])[C:11]=2[N:10]=[CH:9]1)=O)(C)(C)C.FC1C=C(N)C(N)=C(I)C=1.[OH-].[Na+], predict the reaction product. The product is: [F:18][C:14]1[CH:15]=[C:16]([I:17])[C:11]2[N:10]=[CH:9][NH:8][C:12]=2[CH:13]=1. (4) Given the reactants Cl[C:2]1[N:7]=[N:6][C:5]([C:8]2[C:17]3[C:12](=[CH:13][CH:14]=[CH:15][CH:16]=3)[CH:11]=[CH:10][CH:9]=2)=[C:4]([C:18]2[CH:23]=[CH:22][N:21]=[CH:20][CH:19]=2)[CH:3]=1.[NH:24]1[CH2:29][CH2:28][CH2:27][CH2:26][CH2:25]1, predict the reaction product. The product is: [C:8]1([C:5]2[N:6]=[N:7][C:2]([N:24]3[CH2:29][CH2:28][CH2:27][CH2:26][CH2:25]3)=[CH:3][C:4]=2[C:18]2[CH:23]=[CH:22][N:21]=[CH:20][CH:19]=2)[C:17]2[C:12](=[CH:13][CH:14]=[CH:15][CH:16]=2)[CH:11]=[CH:10][CH:9]=1.